This data is from Forward reaction prediction with 1.9M reactions from USPTO patents (1976-2016). The task is: Predict the product of the given reaction. Given the reactants Br[CH2:2][CH:3]1[CH2:5][CH2:4]1.[Br:6][C:7]1[CH:12]=[CH:11][C:10]([CH2:13][C@H:14]([OH:19])[C:15]([O:17][CH3:18])=[O:16])=[CH:9][CH:8]=1, predict the reaction product. The product is: [Br:6][C:7]1[CH:8]=[CH:9][C:10]([CH2:13][C@H:14]([O:19][CH2:2][CH:3]2[CH2:5][CH2:4]2)[C:15]([O:17][CH3:18])=[O:16])=[CH:11][CH:12]=1.